This data is from Forward reaction prediction with 1.9M reactions from USPTO patents (1976-2016). The task is: Predict the product of the given reaction. Given the reactants [N:1]1([C:7]2[N:8]=[C:9]([CH2:14][C:15]([O-:17])=O)[NH:10][C:11](=[O:13])[CH:12]=2)[CH2:6][CH2:5][O:4][CH2:3][CH2:2]1.[Na+].[NH2:19][C:20]1[CH:21]=[CH:22][C:23]([F:30])=[C:24]([CH:29]=1)[C:25]([O:27][CH3:28])=[O:26], predict the reaction product. The product is: [F:30][C:23]1[CH:22]=[CH:21][C:20]([NH:19][C:15](=[O:17])[CH2:14][C:9]2[NH:10][C:11](=[O:13])[CH:12]=[C:7]([N:1]3[CH2:2][CH2:3][O:4][CH2:5][CH2:6]3)[N:8]=2)=[CH:29][C:24]=1[C:25]([O:27][CH3:28])=[O:26].